This data is from Catalyst prediction with 721,799 reactions and 888 catalyst types from USPTO. The task is: Predict which catalyst facilitates the given reaction. (1) Reactant: [CH3:1][O:2][C:3]1[CH:8]=[C:7]([O:9][CH3:10])[C:6]([C:11]2[N:12]([CH3:20])[C:13]3[C:18]([CH:19]=2)=[CH:17][CH:16]=[CH:15][CH:14]=3)=[CH:5][C:4]=1[CH:21]=[CH:22][C:23]([C:25]1[CH:30]=[CH:29][C:28]([S:31]([NH2:34])(=[O:33])=[O:32])=[CH:27][CH:26]=1)=[O:24].[C:35](O[C:35](=[O:39])[CH2:36][CH2:37][CH3:38])(=[O:39])[CH2:36][CH2:37][CH3:38].C(N(CC)CC)C.O. Product: [C:35]([NH:34][S:31]([C:28]1[CH:27]=[CH:26][C:25]([C:23](=[O:24])/[CH:22]=[CH:21]/[C:4]2[CH:5]=[C:6]([C:11]3[N:12]([CH3:20])[C:13]4[C:18]([CH:19]=3)=[CH:17][CH:16]=[CH:15][CH:14]=4)[C:7]([O:9][CH3:10])=[CH:8][C:3]=2[O:2][CH3:1])=[CH:30][CH:29]=1)(=[O:33])=[O:32])(=[O:39])[CH2:36][CH2:37][CH3:38]. The catalyst class is: 527. (2) Reactant: [C:1]([C:3]1[CH:8]=[CH:7][C:6]([NH:9][NH2:10])=[CH:5][CH:4]=1)#[N:2].C(O)(=O)C.[F:15][C:16]([F:29])([F:28])[C:17](=[O:27])[CH2:18][C:19]([C:21]1[CH:22]=[N:23][CH:24]=[CH:25][CH:26]=1)=O. Product: [OH:27][C:17]1([C:16]([F:29])([F:15])[F:28])[N:9]([C:6]2[CH:7]=[CH:8][C:3]([C:1]#[N:2])=[CH:4][CH:5]=2)[N:10]=[C:19]([C:21]2[CH:22]=[N:23][CH:24]=[CH:25][CH:26]=2)[CH2:18]1. The catalyst class is: 8. (3) Reactant: I[C:2]1[C:10]2[C:5](=[CH:6][CH:7]=[C:8]([C:11]#[N:12])[CH:9]=2)[N:4]([CH3:13])[N:3]=1.C([Mg]Cl)(C)C.[CH2:19]([Sn:23]([CH2:29][CH2:30][CH2:31][CH3:32])([CH2:25][CH2:26][CH2:27][CH3:28])Cl)[CH2:20][CH2:21][CH3:22]. Product: [CH3:13][N:4]1[C:5]2[C:10](=[CH:9][C:8]([C:11]#[N:12])=[CH:7][CH:6]=2)[C:2]([Sn:23]([CH2:25][CH2:26][CH2:27][CH3:28])([CH2:29][CH2:30][CH2:31][CH3:32])[CH2:19][CH2:20][CH2:21][CH3:22])=[N:3]1. The catalyst class is: 1. (4) Reactant: [CH2:1]([C:4]1[NH:5][C:6]2[C:11]([CH:12]=1)=[C:10]([C:13]([F:16])([F:15])[F:14])[C:9]([C:17]#[N:18])=[CH:8][CH:7]=2)[CH2:2][CH3:3].C([O-])([O-])=O.[Cs+].[Cs+].Br[CH2:26][C:27]1[S:28][C:29]([CH:32]2[CH2:34][CH2:33]2)=[N:30][N:31]=1. Product: [CH:32]1([C:29]2[S:28][C:27]([CH2:26][N:5]3[C:6]4[C:11](=[C:10]([C:13]([F:15])([F:16])[F:14])[C:9]([C:17]#[N:18])=[CH:8][CH:7]=4)[CH:12]=[C:4]3[CH2:1][CH2:2][CH3:3])=[N:31][N:30]=2)[CH2:34][CH2:33]1. The catalyst class is: 10. (5) Reactant: C[O:2][C:3](=[O:36])[C:4]1[CH:9]=[C:8]([O:10][CH3:11])[CH:7]=[CH:6][C:5]=1[NH:12][C:13]1[N:17]([C:18]2[CH:23]=[CH:22][CH:21]=[CH:20][C:19]=2[CH3:24])[N:16]=[C:15]([CH3:25])[C:14]=1[C:26]1[CH:35]=[N:34][C:29]2=[N:30][CH:31]=[CH:32][N:33]=[C:28]2[CH:27]=1.[OH-].[Na+].Cl. Product: [CH3:11][O:10][C:8]1[CH:7]=[CH:6][C:5]([NH:12][C:13]2[N:17]([C:18]3[CH:23]=[CH:22][CH:21]=[CH:20][C:19]=3[CH3:24])[N:16]=[C:15]([CH3:25])[C:14]=2[C:26]2[CH:35]=[N:34][C:29]3=[N:30][CH:31]=[CH:32][N:33]=[C:28]3[CH:27]=2)=[C:4]([CH:9]=1)[C:3]([OH:36])=[O:2]. The catalyst class is: 38. (6) Reactant: C([SiH2][O:6][C:7](C)(C)[CH:8]1[O:12][C:11](=[O:13])[N:10]([C:14]2[CH:19]=[CH:18][C:17](B3OC(C)(C)C(C)(C)O3)=[C:16]([F:29])[CH:15]=2)[CH2:9]1)(C)(C)C.Br[C:33]1[CH:38]=[CH:37][C:36]([C:39]2([CH3:50])[O:43][C:42]3=[N:44][C:45]([N+:47]([O-:49])=[O:48])=[CH:46][N:41]3[CH2:40]2)=[CH:35][CH:34]=1.C([O-])([O-])=O.[K+].[K+].CCCC[N+](CCCC)(CCCC)CCCC.[F-]. The catalyst class is: 1. Product: [F:29][C:16]1[CH:15]=[C:14]([N:10]2[CH2:9][CH:8]([CH2:7][OH:6])[O:12][C:11]2=[O:13])[CH:19]=[CH:18][C:17]=1[C:33]1[CH:38]=[CH:37][C:36]([C:39]2([CH3:50])[O:43][C:42]3=[N:44][C:45]([N+:47]([O-:49])=[O:48])=[CH:46][N:41]3[CH2:40]2)=[CH:35][CH:34]=1.